From a dataset of Forward reaction prediction with 1.9M reactions from USPTO patents (1976-2016). Predict the product of the given reaction. (1) Given the reactants [CH3:1][C:2]([C:5]1[CH:10]=[CH:9][C:8]([C:11]2[N:12]=[C:13]([NH2:22])[S:14][C:15]=2[C:16]2[CH:21]=[CH:20][N:19]=[CH:18][CH:17]=2)=[CH:7][CH:6]=1)([CH3:4])[CH3:3].[C:23](Cl)(=[O:30])[C:24]1[CH:29]=[CH:28][CH:27]=[CH:26][CH:25]=1.C(=O)([O-])O.[Na+], predict the reaction product. The product is: [CH3:4][C:2]([C:5]1[CH:10]=[CH:9][C:8]([C:11]2[N:12]=[C:13]([NH:22][C:23](=[O:30])[C:24]3[CH:29]=[CH:28][CH:27]=[CH:26][CH:25]=3)[S:14][C:15]=2[C:16]2[CH:17]=[CH:18][N:19]=[CH:20][CH:21]=2)=[CH:7][CH:6]=1)([CH3:1])[CH3:3]. (2) Given the reactants C([O-])([O-])=O.[Na+].[Na+].Br[C:8]1[CH:12]=[CH:11][O:10][CH:9]=1.[OH:13][C:14]([CH3:47])([CH3:46])[CH2:15][C@@:16]1([C:40]2[CH:45]=[CH:44][CH:43]=[CH:42][CH:41]=2)[O:21][C:20](=[O:22])[N:19]([C@H:23]([C:25]2[CH:30]=[CH:29][C:28](B3OC(C)(C)C(C)(C)O3)=[CH:27][CH:26]=2)[CH3:24])[CH2:18][CH2:17]1, predict the reaction product. The product is: [O:10]1[CH:11]=[CH:12][C:8]([C:28]2[CH:27]=[CH:26][C:25]([C@@H:23]([N:19]3[CH2:18][CH2:17][C@:16]([CH2:15][C:14]([OH:13])([CH3:46])[CH3:47])([C:40]4[CH:45]=[CH:44][CH:43]=[CH:42][CH:41]=4)[O:21][C:20]3=[O:22])[CH3:24])=[CH:30][CH:29]=2)=[CH:9]1. (3) Given the reactants Cl.[CH3:2][O:3][C:4](=[O:9])[CH2:5][CH2:6][CH2:7][NH2:8].[Cl:10][C:11]1[CH:12]=[C:13]([CH:16]=[CH:17][CH:18]=1)[CH:14]=O.[O-]S([O-])(=O)=O.[Mg+2].[BH4-].[Na+], predict the reaction product. The product is: [ClH:10].[CH3:2][O:3][C:4](=[O:9])[CH2:5][CH2:6][CH2:7][NH:8][CH2:14][C:13]1[CH:16]=[CH:17][CH:18]=[C:11]([Cl:10])[CH:12]=1. (4) Given the reactants [CH:1]1([C:4]2[CH:9]=[CH:8][N:7]=[CH:6][C:5]=2[N:10]2[CH2:19][CH2:18][C:17]3[C:12](=[CH:13][C:14]([N+:21]([O-])=O)=[C:15]([F:20])[CH:16]=3)[C:11]2=[O:24])[CH2:3][CH2:2]1.C(O)(=O)C, predict the reaction product. The product is: [NH2:21][C:14]1[CH:13]=[C:12]2[C:17]([CH2:18][CH2:19][N:10]([C:5]3[CH:6]=[N:7][CH:8]=[CH:9][C:4]=3[CH:1]3[CH2:2][CH2:3]3)[C:11]2=[O:24])=[CH:16][C:15]=1[F:20]. (5) Given the reactants [CH2:1]([O:8][C:9]1[C:10]([Cl:20])=[CH:11][C:12](Br)=[C:13]2[C:18]=1[N:17]=[CH:16][CH:15]=[CH:14]2)[C:2]1[CH:7]=[CH:6][CH:5]=[CH:4][CH:3]=1.[CH:21]1([SH:26])[CH2:25][CH2:24][CH2:23][CH2:22]1.C(=O)([O-])[O-].[Cs+].[Cs+].O, predict the reaction product. The product is: [CH2:1]([O:8][C:9]1[C:10]([Cl:20])=[CH:11][C:12]([S:26][CH:21]2[CH2:25][CH2:24][CH2:23][CH2:22]2)=[C:13]2[C:18]=1[N:17]=[CH:16][CH:15]=[CH:14]2)[C:2]1[CH:7]=[CH:6][CH:5]=[CH:4][CH:3]=1. (6) The product is: [Cl:19][C:16]1[C:15]([NH:20][S:21]([CH3:24])(=[O:23])=[O:22])=[CH:14][C:13]([C:9]2[S:8][C:7]([NH:6][C:4]([NH:3][CH2:1][CH3:2])=[O:5])=[N:11][C:10]=2[CH3:12])=[CH:18][N:17]=1. Given the reactants [CH2:1]([N:3]=[C:4]=[O:5])[CH3:2].[NH2:6][C:7]1[S:8][C:9]([C:13]2[CH:14]=[C:15]([NH:20][S:21]([CH3:24])(=[O:23])=[O:22])[C:16]([Cl:19])=[N:17][CH:18]=2)=[C:10]([CH3:12])[N:11]=1, predict the reaction product. (7) Given the reactants Cl.[NH2:2][CH2:3][C:4]1[C:11]([F:12])=[CH:10][C:7]([C:8]#[N:9])=[CH:6][C:5]=1[F:13].[F:14][C:15]1[CH:20]=[C:19]([O:21][CH3:22])[CH:18]=[C:17]([F:23])[C:16]=1[CH:24]([O:28][CH2:29][CH3:30])[C:25](O)=[O:26], predict the reaction product. The product is: [C:8]([C:7]1[CH:6]=[C:5]([F:13])[C:4]([CH2:3][NH:2][C:25](=[O:26])[CH:24]([C:16]2[C:15]([F:14])=[CH:20][C:19]([O:21][CH3:22])=[CH:18][C:17]=2[F:23])[O:28][CH2:29][CH3:30])=[C:11]([F:12])[CH:10]=1)#[N:9].